This data is from Forward reaction prediction with 1.9M reactions from USPTO patents (1976-2016). The task is: Predict the product of the given reaction. (1) Given the reactants [CH:1]([N:4]1[CH2:9][CH2:8][N:7]([C:10]([C:12]2[CH:13]=[C:14]3[C:18](=[CH:19][CH:20]=2)[NH:17][C:16]([C:21]([OH:23])=O)=[CH:15]3)=[O:11])[CH2:6][CH2:5]1)([CH3:3])[CH3:2].Cl.F[B-](F)(F)F.N1(OC(N(C)C)=[N+](C)C)C2C=CC=CC=2N=N1.[CH2:47]([NH2:54])[C:48]1[CH:53]=[CH:52][CH:51]=[CH:50][CH:49]=1.C(N(CC)C(C)C)(C)C, predict the reaction product. The product is: [CH2:47]([NH:54][C:21]([C:16]1[NH:17][C:18]2[C:14]([CH:15]=1)=[CH:13][C:12]([C:10]([N:7]1[CH2:6][CH2:5][N:4]([CH:1]([CH3:2])[CH3:3])[CH2:9][CH2:8]1)=[O:11])=[CH:20][CH:19]=2)=[O:23])[C:48]1[CH:53]=[CH:52][CH:51]=[CH:50][CH:49]=1. (2) Given the reactants C(OC(=O)[NH:7][C:8]1[CH2:9][O:10][CH2:11][C@:12]([C:17]2[CH:22]=[C:21]([NH:23][C:24]([C:26]3[C:31]([CH3:32])=[CH:30][C:29]([C:33]#[N:34])=[CH:28][N:27]=3)=[O:25])[CH:20]=[CH:19][C:18]=2[F:35])([CH:14]([F:16])[F:15])[N:13]=1)(C)(C)C.C(O)(C(F)(F)F)=O, predict the reaction product. The product is: [NH2:7][C:8]1[CH2:9][O:10][CH2:11][C@:12]([C:17]2[CH:22]=[C:21]([NH:23][C:24]([C:26]3[C:31]([CH3:32])=[CH:30][C:29]([C:33]#[N:34])=[CH:28][N:27]=3)=[O:25])[CH:20]=[CH:19][C:18]=2[F:35])([CH:14]([F:16])[F:15])[N:13]=1. (3) Given the reactants [Cl:1][C:2]1[CH:3]=[C:4]([C:12]2[O:16][N:15]=[C:14]([C:17]3[CH:18]=[CH:19][CH:20]=[C:21]4[C:25]=3[N:24]([CH3:26])[CH:23]=[C:22]4[CH2:27][NH:28][C@H:29]([C:31]([O-:33])=[O:32])[CH3:30])[N:13]=2)[CH:5]=[CH:6][C:7]=1[O:8][CH:9]([CH3:11])[CH3:10].[OH-].[Na+].Cl, predict the reaction product. The product is: [Cl:1][C:2]1[CH:3]=[C:4]([C:12]2[O:16][N:15]=[C:14]([C:17]3[CH:18]=[CH:19][CH:20]=[C:21]4[C:25]=3[N:24]([CH3:26])[CH:23]=[C:22]4[CH2:27][NH:28][C@H:29]([C:31]([OH:33])=[O:32])[CH3:30])[N:13]=2)[CH:5]=[CH:6][C:7]=1[O:8][CH:9]([CH3:10])[CH3:11]. (4) Given the reactants [CH3:1][O:2][C:3]1[CH:8]=[CH:7][CH:6]=[CH:5][C:4]=1[C:9]1[N:17]2[C:12]([CH:13]=[N:14][C:15](O)=[N:16]2)=[CH:11][CH:10]=1.[N:19]1([CH2:25][CH2:26][N:27]2[C:35]3[C:30](=[CH:31][C:32]([NH2:36])=[CH:33][CH:34]=3)[CH:29]=[N:28]2)[CH2:24][CH2:23][O:22][CH2:21][CH2:20]1.N1(CCN2C3C(=CC=C(N)C=3)C=N2)CCOCC1.N1(CCN2C3C=CC(N)=CC=3N=C2)CCOCC1.N1(CCN2C3C=C(N)C=CC=3N=C2)CCOCC1.N1(CCN2C=C3C(C=C(N)C=C3)=N2)CCOCC1.N1(CCN2C=C3C(C=CC(N)=C3)=N2)CCOCC1.C(C1NC2C=C(N)C=CC=2N=1)(C)(C)C, predict the reaction product. The product is: [CH3:1][O:2][C:3]1[CH:8]=[CH:7][CH:6]=[CH:5][C:4]=1[C:9]1[N:17]2[C:12]([CH:13]=[N:14][C:15]([NH:36][C:32]3[CH:31]=[C:30]4[C:35](=[CH:34][CH:33]=3)[N:27]([CH2:26][CH2:25][N:19]3[CH2:20][CH2:21][O:22][CH2:23][CH2:24]3)[N:28]=[CH:29]4)=[N:16]2)=[CH:11][CH:10]=1. (5) Given the reactants [F:1][C:2]([F:15])([F:14])[C:3]1[CH:8]=[CH:7][C:6](/[CH:9]=[CH:10]/[C:11](=[O:13])[CH3:12])=[CH:5][CH:4]=1.B1(C)OC(C2C=CC=CC=2)(C2C=CC=CC=2)[C@@H]2N1CCC2.[B]1OC2C(=CC=CC=2)O1, predict the reaction product. The product is: [F:1][C:2]([F:14])([F:15])[C:3]1[CH:4]=[CH:5][C:6](/[CH:9]=[CH:10]/[C@@H:11]([OH:13])[CH3:12])=[CH:7][CH:8]=1. (6) Given the reactants Cl.Cl[CH2:3][CH2:4][CH2:5][N:6]1[CH2:11][CH2:10][CH2:9][CH2:8][CH2:7]1.[CH2:12]([N:19]1[C:24](=[O:25])[C:23]([C:26]2[CH:31]=[CH:30][C:29]([O:32][C:33]3[C:42]4[C:37](=[CH:38][C:39]([OH:45])=[C:40]([O:43][CH3:44])[CH:41]=4)[N:36]=[CH:35][CH:34]=3)=[C:28]([F:46])[CH:27]=2)=[CH:22][N:21]=[CH:20]1)[C:13]1[CH:18]=[CH:17][CH:16]=[CH:15][CH:14]=1, predict the reaction product. The product is: [CH2:12]([N:19]1[C:24](=[O:25])[C:23]([C:26]2[CH:31]=[CH:30][C:29]([O:32][C:33]3[C:42]4[C:37](=[CH:38][C:39]([O:45][CH2:3][CH2:4][CH2:5][N:6]5[CH2:11][CH2:10][CH2:9][CH2:8][CH2:7]5)=[C:40]([O:43][CH3:44])[CH:41]=4)[N:36]=[CH:35][CH:34]=3)=[C:28]([F:46])[CH:27]=2)=[CH:22][N:21]=[CH:20]1)[C:13]1[CH:18]=[CH:17][CH:16]=[CH:15][CH:14]=1.